This data is from Experimentally validated miRNA-target interactions with 360,000+ pairs, plus equal number of negative samples. The task is: Binary Classification. Given a miRNA mature sequence and a target amino acid sequence, predict their likelihood of interaction. (1) The miRNA is hsa-miR-6825-5p with sequence UGGGGAGGUGUGGAGUCAGCAU. The protein sequence of the target gene is MWLLALCLVGLAGAQRGGGGPGGGAPGGPGLGLGSLGEERFPVVNTAYGRVRGVRRELNNEILGPVVQFLGVPYATPPLGARRFQPPEAPASWPGVRNATTLPPACPQNLHGALPAIMLPVWFTDNLEAAATYVQNQSEDCLYLNLYVPTEDGPLTKKRDEATLNPPDTDIRDPGKKPVMLFLHGGSYMEGTGNMFDGSVLAAYGNVIVATLNYRLGVLGFLSTGDQAAKGNYGLLDQIQALRWLSENIAHFGGDPERITIFGSGAGASCVNLLILSHHSEGLFQKAIAQSGTAISSWSV.... Result: 1 (interaction). (2) The miRNA is mmu-miR-7115-3p with sequence ACUUGGUCCCCUGCCCCCACAG. The protein sequence of the target gene is MAGSGCAWGAEPPRFLEAFGRLWQVQSRLGSGSSASVYRVRCCGTPGSPPGALKQFLPPGTTGAAASAAEYGFRKERAALEQLQGHRNIVTLYGVFTIHFSPNVPSRCLLLELLDVSVSELLLYSSHQGCSMWMIQHCARDVLEALAFLHHEGYVHADLKPRNILWSAENECFKLIDFGLSFKEGNQDVKYIQTDGYRAPEAELQNCLAQAGLQSDTECTSAVDLWSLGIILLEMFSGMKLKHTVRSQEWKANSSAIIDHIFASKAVVNAAIPAYHLRDLIKSMLHDDPGRRIPAEMALC.... Result: 0 (no interaction). (3) The miRNA is hsa-miR-6758-5p with sequence UAGAGAGGGGAAGGAUGUGAUGU. The protein sequence of the target gene is MQQKTKLFLQALKYSIPHLGKCMQKQHLNHYNFADHCYNRIKLKKYHLTKCLQNKPKISELARNIPSRSFSCKDLQPVKQENEKPLPENMDAFEKVRTKLETQPQEEYEIINVEVKHGGFVYYQEGCCLVRSKDEEADNDNYEVLFNLEELKLDQPFIDCIRVAPDEKYVAAKIRTEDSEASTCVIIKLSDQPVMEASFPNVSSFEWVKDEEDEDVLFYTFQRNLRCHDVYRATFGDNKRNERFYTEKDPSYFVFLYLTKDSRFLTINIMNKTTSEVWLIDGLSPWDPPVLIQKRIHGVL.... Result: 0 (no interaction). (4) The miRNA is hsa-miR-19a-5p with sequence AGUUUUGCAUAGUUGCACUACA. The protein sequence of the target gene is MATVAEQWVLVEMVQALYEAPAYHLILEGILILWIIRLVFSKTYKLQERSDLTAKEKEELIEEWQPEPLVPPVSKNHPALNYNIVSGPPTHNIVVNGKECVNFASFNFLGLLANPRVKATAFSSLKKYGVGTCGPRGFYGTFDVHLDLEERLAKFMKTEEAIIYSYGFSTIASAIPAYSKRGDIIFVDSAACFAIQKGLQASRSDIKLFKHNDVADLERLLKEQEIEDQKNPRKARVTRRFIVVEGLYMNTGTICPLPELVKLKYKYKARIFLEESLSFGVLGEHGRGVTEHYGISIDDI.... Result: 0 (no interaction). (5) The miRNA is rno-miR-328a-3p with sequence CUGGCCCUCUCUGCCCUUCCGU. The protein sequence of the target gene is MEEAALGEAELNWSRLSVSAEALESELEARAEERRGAREALLRLLLPYNRLTSLPRALGGGFPHLQLLDVSGNSLTALGPELLTLSGLRTLLARNNRLGGPGSLPKGLAQSPLCRSLQVLNLSGNCFQELPASLLELRALQTLSLGGNQLQSIPAEIENLRSLECLYLGGNFIKEIPPELANLPSLNYLVLCDNKIQSVPPQLSQLHSLRSLSLHNNLLTYLPREILNLIHLEELSLRGNPLVVRFVRDLTYDPPTLLELAARTIKIRSISYTPYDLPGNLLRYLGSASNCPNPKCGGVY.... Result: 0 (no interaction). (6) The miRNA is hsa-miR-2113 with sequence AUUUGUGCUUGGCUCUGUCAC. The protein sequence of the target gene is MADRAEMFSLSTFHSLSPPGCRPPQDISLEEFDDEDLSEITDDCGLGLSYDSDHCEKDSLSLGRSEQPHPICSFQDDFQEFEMIDDNEEEDDEDEEEEEEEEEGDGEGQEGGDPGSEAPAPGPLIPSPSVEEPHKHRPTTLRLTTLGAQDSLNNNGGFDLVRPASWQETALCSPAPEALRELPGPLPATDTGPGGAQSPVRPGCDCEGNRPAEPPAPGGTSPSSDPGIEADLRSRSSGGRGGRRSSQELSSPGSDSEDAGGARLGRMISSISETELELSSDGGSSSSGRSSHLTNSIEEA.... Result: 0 (no interaction). (7) The miRNA is hsa-miR-362-5p with sequence AAUCCUUGGAACCUAGGUGUGAGU. The protein sequence of the target gene is MGRFRGGLRCIKYLLLGFNLLFWLAGSAVIAFGLWFRFGGAIKELSSEDKSPEYFYVGLYVLVGAGALMMAVGFFGCCGAMRESQCVLGSFFTCLLVIFAAEVTTGVFAFIGKGVAIRHVQTMYEEAYNDYLKDRGKGNGTLITFHSTFQCCGKESSEQVQPTCPKELLGHKNCIDEIETIISVKLQLIGIVGIGIAGLTIFGMIFSMVLCCAIRNSRDVI. Result: 0 (no interaction). (8) The miRNA is hsa-miR-628-5p with sequence AUGCUGACAUAUUUACUAGAGG. The protein sequence of the target gene is MPLEMEPKMSKLVFGCQRSSTSDDDSGCALEEYAWVPPGLRPEQIQLYFACLPEEKVPYVNSPGEKHRIKQLLYQLPPHDNEVRYCQSLSEEEKKELQVFSAQRKKEALGRGTIKLLSRAVMHAVCEQCGLQMNGGEVAVFASRAGPGVCWHPSCFVCFTCNELLVDLIYFYQDGKIHCGRHHAELLKPRCSACDEIIFADECTEAEGRHWHMKHFCCLECETVLGGQRYIMKDGRPFCCGCFESLYAEYCETCGEHIGVDHAQMTYDGQHWHATEACFSCAQCKASLLGCPFLPKQGQI.... Result: 0 (no interaction). (9) The miRNA is hsa-miR-4782-5p with sequence UUCUGGAUAUGAAGACAAUCAA. The protein sequence of the target gene is MEHQLLCCEVETIRRAYPDANLLNDRVLRAMLKAEETCAPSVSYFKCVQKEVLPSMRKIVATWMLEVCEEQKCEEEVFPLAMNYLDRFLSLEPVKKSRLQLLGATCMFVASKMKETIPLTAEKLCIYTDNSIRPEELLQMELLLVNKLKWNLAAMTPHDFIEHFLSKMPEAEENKQIIRKHAQTFVALCATDVKFISNPPSMVAAGSVVAAVQGLNLRSPNNFLSYYRLTRFLSRVIKCDPDCLRACQEQIEALLESSLRQAQQNMDPKAAEEEEEEEEEVDLACTPTDVRDVDI. Result: 1 (interaction).